From a dataset of Full USPTO retrosynthesis dataset with 1.9M reactions from patents (1976-2016). Predict the reactants needed to synthesize the given product. (1) Given the product [F:8][C:5]1[CH:6]=[CH:7][C:2]([N:31]2[C:11]([CH3:12])=[C:10]([C:9]([O:14][CH2:15][CH3:16])=[O:13])[N:33]=[N:32]2)=[N:3][CH:4]=1, predict the reactants needed to synthesize it. The reactants are: Br[C:2]1[CH:7]=[CH:6][C:5]([F:8])=[CH:4][N:3]=1.[C:9]([O:14][CH2:15][CH3:16])(=[O:13])[C:10]#[C:11][CH3:12].N1CCC[C@H]1C(O)=O.C(=O)([O-])[O-].[Na+].[Na+].[N-:31]=[N+:32]=[N-:33].[Na+]. (2) Given the product [CH:27]([NH:30][C:31](=[O:32])[NH:1][C:2]1[N:7]=[CH:6][C:5]([C:8]2[CH:9]=[N:10][CH:11]=[C:12]([C:14]([O:16][CH3:17])=[O:15])[CH:13]=2)=[C:4]([C:18]2[S:19][CH:20]=[C:21]([C:23]([F:26])([F:25])[F:24])[N:22]=2)[CH:3]=1)([CH3:29])[CH3:28], predict the reactants needed to synthesize it. The reactants are: [NH2:1][C:2]1[N:7]=[CH:6][C:5]([C:8]2[CH:9]=[N:10][CH:11]=[C:12]([C:14]([O:16][CH3:17])=[O:15])[CH:13]=2)=[C:4]([C:18]2[S:19][CH:20]=[C:21]([C:23]([F:26])([F:25])[F:24])[N:22]=2)[CH:3]=1.[CH:27]([N:30]=[C:31]=[O:32])([CH3:29])[CH3:28].